From a dataset of Full USPTO retrosynthesis dataset with 1.9M reactions from patents (1976-2016). Predict the reactants needed to synthesize the given product. (1) The reactants are: O[C:2]1[N:7]2[CH:8]=[N:9][C:10]([C:11]([NH2:13])=O)=[C:6]2[N:5]=[C:4]([CH3:14])[C:3]=1[C:15]1[C:20]([F:21])=[CH:19][C:18]([F:22])=[CH:17][C:16]=1[F:23].P(Cl)(Cl)([Cl:26])=O.[OH-].[Na+]. Given the product [Cl:26][C:2]1[N:7]2[CH:8]=[N:9][C:10]([C:11]#[N:13])=[C:6]2[N:5]=[C:4]([CH3:14])[C:3]=1[C:15]1[C:20]([F:21])=[CH:19][C:18]([F:22])=[CH:17][C:16]=1[F:23], predict the reactants needed to synthesize it. (2) Given the product [Cl:29][C:30]1[CH:31]=[C:32]2[C:37](=[CH:38][CH:39]=1)[O:36][C:35](=[O:40])[CH:34]=[C:33]2[NH:19][CH:16]1[CH2:17][CH2:18][N:13]([C@H:11]([C:2]2[CH:3]=[CH:4][C:5]3[C:10](=[CH:9][CH:8]=[CH:7][CH:6]=3)[CH:1]=2)[CH3:12])[CH2:14][CH2:15]1, predict the reactants needed to synthesize it. The reactants are: [CH:1]1[C:10]2[C:5](=[CH:6][CH:7]=[CH:8][CH:9]=2)[CH:4]=[CH:3][C:2]=1[C@@H:11]([N:13]1[CH2:18][CH2:17][CH:16]([NH2:19])[CH2:15][CH2:14]1)[CH3:12].C(N(C(C)C)CC)(C)C.[Cl:29][C:30]1[CH:31]=[C:32]2[C:37](=[CH:38][CH:39]=1)[O:36][C:35](=[O:40])[CH:34]=[C:33]2OS(C(F)(F)F)(=O)=O. (3) Given the product [C:1]([O:5][C:6]([N:8]1[CH2:13][CH2:12][CH:11]([C:14]([C:16]2[CH:21]=[C:20]([O:22][C:23]([F:26])([F:25])[F:24])[CH:19]=[CH:18][C:17]=2[CH:28]2[CH2:30][CH2:29]2)=[O:15])[CH2:10][CH2:9]1)=[O:7])([CH3:4])([CH3:3])[CH3:2], predict the reactants needed to synthesize it. The reactants are: [C:1]([O:5][C:6]([N:8]1[CH2:13][CH2:12][CH:11]([C:14]([C:16]2[CH:21]=[C:20]([O:22][C:23]([F:26])([F:25])[F:24])[CH:19]=[CH:18][C:17]=2Cl)=[O:15])[CH2:10][CH2:9]1)=[O:7])([CH3:4])([CH3:3])[CH3:2].[CH:28]1(B(O)O)[CH2:30][CH2:29]1.[O-]P([O-])([O-])=O.[K+].[K+].[K+].C1(P(C2CCCCC2)C2CCCCC2)CCCCC1. (4) Given the product [I:20][C:16]1[CH:17]=[CH:18][C:19]2[N:7]([C:1]3[CH:2]=[CH:3][CH:4]=[CH:5][CH:6]=3)[C:8]3[C:13]([C:14]=2[CH:15]=1)=[CH:12][C:11]([I:24])=[CH:10][CH:9]=3, predict the reactants needed to synthesize it. The reactants are: [C:1]1([N:7]2[C:19]3[CH:18]=[CH:17][CH:16]=[CH:15][C:14]=3[C:13]3[C:8]2=[CH:9][CH:10]=[CH:11][CH:12]=3)[CH:6]=[CH:5][CH:4]=[CH:3][CH:2]=1.[I-:20].[K+].O.O.[I:24]([O-])([O-])([O-])([O-])([O-])=O.[K+].[K+].[K+].[K+].[K+]. (5) Given the product [C:8]([C:6]1[C:5]([O:11][CH3:12])=[C:4]([CH:13]2[CH2:17][C:18](=[O:19])[CH2:14]2)[C:3]([CH3:15])=[C:2]([Cl:1])[CH:7]=1)(=[O:10])[CH3:9], predict the reactants needed to synthesize it. The reactants are: [Cl:1][C:2]1[C:3]([CH3:15])=[C:4]([CH:13]=[CH2:14])[C:5]([O:11][CH3:12])=[C:6]([C:8](=[O:10])[CH3:9])[CH:7]=1.Cl[C:17](Cl)(Cl)[C:18](Cl)=[O:19].P(Cl)(Cl)(Cl)=O. (6) Given the product [C:6]([OH:5])(=[O:32])/[CH:40]=[CH:34]/[C:33]([OH:36])=[O:35].[CH3:6][NH:7][CH2:9][C:10]1[CH:14]=[C:13]([C:15]2[CH:20]=[CH:19][C:18]([C:21]#[N:22])=[CH:17][CH:16]=2)[N:12]([S:23]([C:26]2[CH:27]=[N:28][CH:29]=[CH:30][CH:31]=2)(=[O:25])=[O:24])[CH:11]=1, predict the reactants needed to synthesize it. The reactants are: C([O:5][C:6](=[O:32])[N:7]([CH2:9][C:10]1[CH:14]=[C:13]([C:15]2[CH:20]=[CH:19][C:18]([C:21]#[N:22])=[CH:17][CH:16]=2)[N:12]([S:23]([C:26]2[CH:27]=[N:28][CH:29]=[CH:30][CH:31]=2)(=[O:25])=[O:24])[CH:11]=1)C)(C)(C)C.[C:33]([O:36]CC)(=[O:35])[CH3:34].Cl.[C:40](=O)([O-])O.[Na+]. (7) Given the product [F:1][C:2]([F:12])([F:13])[C:3]1[CH:4]=[C:5]([C:9]2([C:10]#[N:11])[CH2:19][CH2:18][CH2:17][CH2:16][CH2:15]2)[CH:6]=[CH:7][CH:8]=1, predict the reactants needed to synthesize it. The reactants are: [F:1][C:2]([F:13])([F:12])[C:3]1[CH:4]=[C:5]([CH2:9][C:10]#[N:11])[CH:6]=[CH:7][CH:8]=1.Br[CH2:15][CH2:16][CH2:17][CH2:18][CH2:19]Br.